Dataset: Forward reaction prediction with 1.9M reactions from USPTO patents (1976-2016). Task: Predict the product of the given reaction. (1) Given the reactants [N:1]1([C:10]2[O:11][C:12]([CH2:25][CH2:26][C:27]([O:29]C)=[O:28])=[C:13]([C:15]3[CH:20]=[CH:19][C:18]([C:21]([F:24])([F:23])[F:22])=[CH:17][CH:16]=3)[N:14]=2)[C:5]2[CH:6]=[CH:7][CH:8]=[CH:9][C:4]=2[N:3]=[CH:2]1.[OH-].[Na+].O1CCCC1.Cl, predict the reaction product. The product is: [N:1]1([C:10]2[O:11][C:12]([CH2:25][CH2:26][C:27]([OH:29])=[O:28])=[C:13]([C:15]3[CH:16]=[CH:17][C:18]([C:21]([F:24])([F:23])[F:22])=[CH:19][CH:20]=3)[N:14]=2)[C:5]2[CH:6]=[CH:7][CH:8]=[CH:9][C:4]=2[N:3]=[CH:2]1. (2) Given the reactants [NH:1]1[C:9]2[C:4](=[CH:5][CH:6]=[CH:7][CH:8]=2)[C:3]([C:10]2[CH2:11][CH2:12][N:13]([C:16]([O:18][C:19]([CH3:22])([CH3:21])[CH3:20])=[O:17])[CH2:14][CH:15]=2)=[CH:2]1.F[C:24]1[CH:29]=[CH:28][C:27]([N+:30]([O-:32])=[O:31])=[CH:26][CH:25]=1.C([O-])([O-])=O.[Cs+].[Cs+].O, predict the reaction product. The product is: [N+:30]([C:27]1[CH:28]=[CH:29][C:24]([N:1]2[C:9]3[C:4](=[CH:5][CH:6]=[CH:7][CH:8]=3)[C:3]([C:10]3[CH2:11][CH2:12][N:13]([C:16]([O:18][C:19]([CH3:22])([CH3:21])[CH3:20])=[O:17])[CH2:14][CH:15]=3)=[CH:2]2)=[CH:25][CH:26]=1)([O-:32])=[O:31]. (3) Given the reactants C[O:2][C:3]1[C:7]([CH2:8][NH:9][C:10]([C:12]2[C:20]3[C:15](=[CH:16][CH:17]=[CH:18][CH:19]=3)[N:14]([CH:21]([CH:23]3[CH2:28][CH2:27][O:26][CH2:25][CH2:24]3)[CH3:22])[C:13]=2[CH3:29])=[O:11])=[C:6]([CH3:30])[N:5]([CH3:31])[N:4]=1.C(=O)(O)[O-].[Na+], predict the reaction product. The product is: [CH3:31][N:5]1[C:6]([CH3:30])=[C:7]([CH2:8][NH:9][C:10]([C:12]2[C:20]3[C:15](=[CH:16][CH:17]=[CH:18][CH:19]=3)[N:14]([CH:21]([CH:23]3[CH2:28][CH2:27][O:26][CH2:25][CH2:24]3)[CH3:22])[C:13]=2[CH3:29])=[O:11])[C:3](=[O:2])[NH:4]1. (4) Given the reactants C1COCC1.[CH3:6][S:7][CH2:8][C@@H:9]([NH2:11])[CH3:10].[F:12][C:13]([F:24])([F:23])[C:14]1[CH:22]=[CH:21][CH:20]=[CH:19][C:15]=1[C:16](Cl)=[O:17].Cl, predict the reaction product. The product is: [CH3:10][C@H:9]([NH:11][C:16](=[O:17])[C:15]1[CH:19]=[CH:20][CH:21]=[CH:22][C:14]=1[C:13]([F:12])([F:23])[F:24])[CH2:8][S:7][CH3:6]. (5) Given the reactants [CH3:1][N:2]([C:11]1[CH:16]=[CH:15][CH:14]=[C:13](Br)[CH:12]=1)[C:3]([N:5]1[CH2:10][CH2:9][O:8][CH2:7][CH2:6]1)=[O:4].[B:18]1([B:18]2[O:22][C:21]([CH3:24])([CH3:23])[C:20]([CH3:26])([CH3:25])[O:19]2)[O:22][C:21]([CH3:24])([CH3:23])[C:20]([CH3:26])([CH3:25])[O:19]1.C([O-])(=O)C.[K+], predict the reaction product. The product is: [CH3:1][N:2]([C:11]1[CH:16]=[CH:15][CH:14]=[C:13]([B:18]2[O:22][C:21]([CH3:24])([CH3:23])[C:20]([CH3:26])([CH3:25])[O:19]2)[CH:12]=1)[C:3]([N:5]1[CH2:10][CH2:9][O:8][CH2:7][CH2:6]1)=[O:4]. (6) Given the reactants O[CH2:2][C:3]1[CH:4]=[C:5]([CH:10]=[C:11]([CH3:13])[CH:12]=1)[C:6]([O:8][CH3:9])=[O:7].C(N(CC)CC)C.CS(Cl)(=O)=O.[CH2:26]([N:28]([CH2:33][CH3:34])[CH2:29][CH2:30][NH:31][CH3:32])[CH3:27], predict the reaction product. The product is: [CH2:26]([N:28]([CH2:33][CH3:34])[CH2:29][CH2:30][N:31]([CH2:2][C:3]1[CH:4]=[C:5]([CH:10]=[C:11]([CH3:13])[CH:12]=1)[C:6]([O:8][CH3:9])=[O:7])[CH3:32])[CH3:27]. (7) Given the reactants [C:1](N1C=CN=C1)(N1C=CN=C1)=[O:2].[Br:13][C:14]1[CH:19]=[CH:18][C:17]([OH:20])=[C:16]([CH2:21][NH:22][C:23]2[CH:28]=[CH:27][CH:26]=[CH:25][CH:24]=2)[CH:15]=1, predict the reaction product. The product is: [Br:13][C:14]1[CH:19]=[CH:18][C:17]2[O:20][C:1](=[O:2])[N:22]([C:23]3[CH:24]=[CH:25][CH:26]=[CH:27][CH:28]=3)[CH2:21][C:16]=2[CH:15]=1.